Dataset: Forward reaction prediction with 1.9M reactions from USPTO patents (1976-2016). Task: Predict the product of the given reaction. (1) Given the reactants C[N:2](C)/[CH:3]=[CH:4]/[C:5]([C:7]1[C:12](=[O:13])[CH:11]=[CH:10][N:9]([C:14]2[CH:19]=[CH:18][CH:17]=[C:16]([S:20]([CH3:23])(=[O:22])=[O:21])[CH:15]=2)[N:8]=1)=O.[F:25][C:26]1[CH:31]=[CH:30][C:29]([NH:32]N)=[CH:28][CH:27]=1, predict the reaction product. The product is: [F:25][C:26]1[CH:31]=[CH:30][C:29]([N:32]2[C:5]([C:7]3[C:12](=[O:13])[CH:11]=[CH:10][N:9]([C:14]4[CH:19]=[CH:18][CH:17]=[C:16]([S:20]([CH3:23])(=[O:22])=[O:21])[CH:15]=4)[N:8]=3)=[CH:4][CH:3]=[N:2]2)=[CH:28][CH:27]=1. (2) Given the reactants [C:1]([C:4]1[CH:5]=[C:6]([CH:11]=[CH:12][C:13]=1[OH:14])[C:7]([O:9][CH3:10])=[O:8])(=[O:3])[CH3:2].N1C=CC=CC=1.[Br:21]Br, predict the reaction product. The product is: [C:1]([C:4]1[CH:5]=[C:6]([CH:11]=[C:12]([Br:21])[C:13]=1[OH:14])[C:7]([O:9][CH3:10])=[O:8])(=[O:3])[CH3:2]. (3) Given the reactants [C:1]([CH2:4][C:5]1[C:10]([S:11][C:12]2[CH:17]=[CH:16][CH:15]=[CH:14][C:13]=2[CH2:18][C:19](O)=[O:20])=[CH:9][CH:8]=[CH:7][CH:6]=1)(O)=[O:2].C(C1C=CC=C([N+]([O-])=O)C=1SC1C=CC(F)=CC=1C(O)=O)(O)=O.B, predict the reaction product. The product is: [OH:20][CH2:19][CH2:18][C:13]1[CH:14]=[CH:15][CH:16]=[CH:17][C:12]=1[S:11][C:10]1[C:5]([CH2:4][CH2:1][OH:2])=[CH:6][CH:7]=[CH:8][CH:9]=1. (4) Given the reactants [F:1][C:2]([F:23])([F:22])[C@@H:3]([OH:21])[CH2:4][N:5]1[CH2:10][CH2:9][S:8](=[O:12])(=[O:11])[CH:7]([C:13]2[CH:18]=[CH:17][CH:16]=[C:15]([O:19][CH3:20])[CH:14]=2)[CH2:6]1.[Cl:24][C:25]1[CH:30]=[CH:29][C:28]([N:31]=[C:32]=[O:33])=[CH:27][CH:26]=1, predict the reaction product. The product is: [F:23][C:2]([F:1])([F:22])[C@@H:3]([O:21][C:32](=[O:33])[NH:31][C:28]1[CH:29]=[CH:30][C:25]([Cl:24])=[CH:26][CH:27]=1)[CH2:4][N:5]1[CH2:10][CH2:9][S:8](=[O:11])(=[O:12])[C@H:7]([C:13]2[CH:18]=[CH:17][CH:16]=[C:15]([O:19][CH3:20])[CH:14]=2)[CH2:6]1.